Dataset: Full USPTO retrosynthesis dataset with 1.9M reactions from patents (1976-2016). Task: Predict the reactants needed to synthesize the given product. (1) Given the product [F:1][C:2]1[CH:7]=[C:6]([CH:8]([N:21]([CH:22]2[CH2:26][CH2:25][CH2:24][CH2:23]2)[C:34](=[O:36])[CH3:35])[CH:9]([C:11]2[CH:16]=[CH:15][CH:14]=[C:13]([C:17]([F:19])([F:20])[F:18])[CH:12]=2)[OH:10])[CH:5]=[CH:4][N:3]=1, predict the reactants needed to synthesize it. The reactants are: [F:1][C:2]1[CH:7]=[C:6]([CH:8]([NH:21][CH:22]2[CH2:26][CH2:25][CH2:24][CH2:23]2)[CH:9]([C:11]2[CH:16]=[CH:15][CH:14]=[C:13]([C:17]([F:20])([F:19])[F:18])[CH:12]=2)[OH:10])[CH:5]=[CH:4][N:3]=1.C(NC(C)C)(C)C.[C:34](Cl)(=[O:36])[CH3:35].C(O)(=O)CC(CC(O)=O)(C(O)=O)O. (2) Given the product [CH3:1][N:2]([CH3:8])[C@H:3]1[CH2:7][CH2:6][N:5]([C:17]2[C:18]([C:34]3[CH:39]=[CH:38][CH:37]=[CH:36][CH:35]=3)=[C:19]([CH3:33])[C:20]([C:31]#[N:32])=[C:21]3[C:25]=2[O:24][C:23]([C:26]2[S:27][CH:28]=[CH:29][N:30]=2)=[N:22]3)[CH2:4]1, predict the reactants needed to synthesize it. The reactants are: [CH3:1][N:2]([CH3:8])[C@H:3]1[CH2:7][CH2:6][NH:5][CH2:4]1.C(N(CC)CC)C.F[C:17]1[C:18]([C:34]2[CH:39]=[CH:38][CH:37]=[CH:36][CH:35]=2)=[C:19]([CH3:33])[C:20]([C:31]#[N:32])=[C:21]2[C:25]=1[O:24][C:23]([C:26]1[S:27][CH:28]=[CH:29][N:30]=1)=[N:22]2. (3) The reactants are: [NH2:1][C:2]1[C:10]([Cl:11])=[CH:9][CH:8]=[CH:7][C:3]=1[C:4]([OH:6])=[O:5].Cl[C:13](Cl)([O:15]C(=O)OC(Cl)(Cl)Cl)Cl. Given the product [Cl:11][C:10]1[C:2]2[NH:1][C:13](=[O:15])[O:5][C:4](=[O:6])[C:3]=2[CH:7]=[CH:8][CH:9]=1, predict the reactants needed to synthesize it. (4) Given the product [F:1][C:2]1[CH:10]=[CH:9][C:5]([C:6]([O:8][CH3:12])=[O:7])=[C:4]([CH3:11])[CH:3]=1, predict the reactants needed to synthesize it. The reactants are: [F:1][C:2]1[CH:10]=[CH:9][C:5]([C:6]([OH:8])=[O:7])=[C:4]([CH3:11])[CH:3]=1.[C:12](=O)([O-])[O-].[Cs+].[Cs+].IC. (5) Given the product [F:18][C:19]1[CH:27]=[CH:26][C:25]([C:28]([F:29])([F:30])[F:31])=[CH:24][C:20]=1[C:21]([NH:1][C:2]1[CH:7]=[CH:6][CH:5]=[C:4]([S:8](=[O:9])(=[O:10])[NH2:11])[CH:3]=1)=[O:22], predict the reactants needed to synthesize it. The reactants are: [NH2:1][C:2]1[CH:3]=[C:4]([S:8]([NH2:11])(=[O:10])=[O:9])[CH:5]=[CH:6][CH:7]=1.N1C=CC=CC=1.[F:18][C:19]1[CH:27]=[CH:26][C:25]([C:28]([F:31])([F:30])[F:29])=[CH:24][C:20]=1[C:21](Cl)=[O:22]. (6) The reactants are: [NH:1]=[N+:2]=[N-:3].O[C:5]([C:8]1[CH:9]=[C:10]([CH2:14][C@@H:15]([NH:17][C:18](=[O:27])[O:19][CH2:20][C:21]2[CH:26]=[CH:25][CH:24]=[CH:23][CH:22]=2)[CH3:16])[CH:11]=[CH:12][CH:13]=1)([CH3:7])[CH3:6].FC(F)(F)C(O)=O.S([O-])([O-])(=O)=O.[Mg+2]. Given the product [N:1]([C:5]([C:8]1[CH:9]=[C:10]([CH2:14][C@@H:15]([NH:17][C:18](=[O:27])[O:19][CH2:20][C:21]2[CH:26]=[CH:25][CH:24]=[CH:23][CH:22]=2)[CH3:16])[CH:11]=[CH:12][CH:13]=1)([CH3:6])[CH3:7])=[N+:2]=[N-:3], predict the reactants needed to synthesize it.